From a dataset of Experimentally validated miRNA-target interactions with 360,000+ pairs, plus equal number of negative samples. Binary Classification. Given a miRNA mature sequence and a target amino acid sequence, predict their likelihood of interaction. (1) The miRNA is hsa-miR-1305 with sequence UUUUCAACUCUAAUGGGAGAGA. The protein sequence of the target gene is MKLQVFWTGLEYTCRLLGIATAAVLIGVGTETFLRGRFKSLAFYLLFTGVTISVCEGTYFVAQLLAICFKCQPGSLAHRAKERAHWLGCFQKFLAYMLLSVACFLHPVLVWHVTIPGSMLIITGLAYFLLSKRKKKKAAPEVAPPTEQYTDPSSSVVSTTGSGDTEQTYTFHEAFKEGPGSFFIHMKSILKGTKKPRVLQTQDTLMELALEPADSLAKKKQVHFEDNVVRIIPSLTEGLGDSDSEPEETSSDTTPIIPPSQTPHFLPSLMATDLF. Result: 0 (no interaction). (2) The miRNA is cel-miR-251 with sequence UUAAGUAGUGGUGCCGCUCUUA. The protein sequence of the target gene is MNLRGLFQDFNPSKFLIYACLLLFSVLLALRLDGIIQWSYWAVFAPIWLWKLMVIVGASVGTGVWARNPQYRAEGETCVEFKAMLIAVGIHLLLLMFEVLVCDRIERGSHFWLLVFMPLFFVSPVSVAACVWGFRHDRSLELEILCSVNILQFIFIALRLDKIIHWPWLVVCVPLWILMSFLCLVVLYYIVWSVLFLRSMDVIAEQRRTHITMALSWMTIVVPLLTFEILLVHKLDGHNAFSSIPIFVPLWLSLITLMATTFGQKGGNHWWFGIRKDFCQFLLEIFPFLREYGNISYDLH.... Result: 0 (no interaction). (3) The miRNA is hsa-let-7f-5p with sequence UGAGGUAGUAGAUUGUAUAGUU. The protein sequence of the target gene is MDLHRAAFKMENSSYLPNPLASPALMVLASTAEASRDASIPCQQPRPFGVPVSVDKDVHIPFTNGSYTFASMYHRQGGVPGTFANRDFPPSLLHLHPQFAPPNLDCTPISMLNHSGVGAFRPFASTEDRESYQSAFTPAKRLKNCHDTESPHLRFSDADGKEYDFGTQLPSSSPGSLKVDDTGKKIFAVSGLISDREASSSPEDRNDRCKKKAAALFDSQAPICPICQVLLRPSELQEHMEQELEQLAQLPSSKNSLLKDAMAPGTPKSLLLSASIKREGESPTASPHSSATDDLHHSDR.... Result: 0 (no interaction). (4) The protein sequence of the target gene is MASRGRRPEHGGPPELFYDETEARKYVRNSRMIDIQTRMAGRALELLYLPENKPCYLLDIGCGTGLSGSYLSDEGHYWVGLDISPAMLDEAVDREIEGDLLLGDMGQGIPFKPGTFDGCISISAVQWLCNANKKSENPAKRLYCFFASLFSVLVRGSRAVLQLYPENSEQLELITTQATKAGFSGGMVVDYPNSAKAKKFYLCLFSGPSTFIPEGLSENQDEVEPRESVFTNERFPLRMSRRGMVRKSRAWVLEKKERHRRQGREVRPDTQYTGRKRKPRF. Result: 1 (interaction). The miRNA is hsa-miR-1238-3p with sequence CUUCCUCGUCUGUCUGCCCC. (5) The miRNA is hsa-miR-496 with sequence UGAGUAUUACAUGGCCAAUCUC. The protein sequence of the target gene is MCNTNMSVSTEGAASTSQIPASEQETLVRPKPLLLKLLKSVGAQNDTYTMKEIIFYIGQYIMTKRLYDEKQQHIVYCSNDLLGDVFGVPSFSVKEHRKIYAMIYRNLVAVSQQDSGTSLSESRRQPEGGSDLKDPLQAPPEEKPSSSDLISRLSTSSRRRSISETEENTDELPGERHRKRRRSLSFDPSLGLCELREMCSGGSSSSSSSSSESTETPSHQDLDDGVSEHSGDCLDQDSVSDQFSVEFEVESLDSEDYSLSDEGHELSDEDDEVYRVTVYQTGESDTDSFEGDPEISLADY.... Result: 0 (no interaction). (6) The miRNA is hsa-miR-7106-3p with sequence AGCUCCCUGAAUCCCUGUCCCAG. Result: 0 (no interaction). The protein sequence of the target gene is MRLFLSLPVLVVVLSIVLEGPAPAQGTPDVSSALDKLKEFGNTLEDKARELISRIKQSELSAKMREWFSETFQKVKEKLKIDS.